The task is: Predict the reaction yield, written as a fraction of the theoretical maximum amount of product (1.0 means a 100% yield; for example, 0.34 means a 34% yield).. This data is from Reaction yield outcomes from USPTO patents with 853,638 reactions. (1) The reactants are [CH3:1][O:2][C:3]1[CH:4]=[C:5]([CH2:34][C:35]([O:37]CC)=[O:36])[CH:6]=[CH:7][C:8]=1[O:9][CH2:10][CH2:11][O:12][CH2:13][CH2:14][O:15][CH2:16][CH2:17][O:18][CH2:19][CH2:20][CH2:21][CH2:22][CH2:23][CH2:24][CH2:25][CH2:26][CH2:27][CH2:28][CH2:29][S:30]C(=O)C.[OH-].[Na+].CO.Cl. The catalyst is O. The product is [CH3:1][O:2][C:3]1[CH:4]=[C:5]([CH2:34][C:35]([OH:37])=[O:36])[CH:6]=[CH:7][C:8]=1[O:9][CH2:10][CH2:11][O:12][CH2:13][CH2:14][O:15][CH2:16][CH2:17][O:18][CH2:19][CH2:20][CH2:21][CH2:22][CH2:23][CH2:24][CH2:25][CH2:26][CH2:27][CH2:28][CH2:29][SH:30]. The yield is 0.720. (2) The reactants are [CH3:1][C:2]1[N:7]=[N:6][C:5]([C:8]2[N:12]([C:13]3[CH:14]=[N:15][CH:16]=[CH:17][CH:18]=3)[N:11]=[C:10]([C:19]([OH:21])=O)[CH:9]=2)=[CH:4][CH:3]=1.[C:22]([NH2:26])([CH3:25])([CH3:24])[CH3:23]. No catalyst specified. The product is [C:22]([NH:26][C:19]([C:10]1[CH:9]=[C:8]([C:5]2[N:6]=[N:7][C:2]([CH3:1])=[CH:3][CH:4]=2)[N:12]([C:13]2[CH:14]=[N:15][CH:16]=[CH:17][CH:18]=2)[N:11]=1)=[O:21])([CH3:25])([CH3:24])[CH3:23]. The yield is 0.500. (3) The reactants are [CH3:1][N:2]1[CH:6]=[C:5]([C:7]2[CH:12]=[CH:11][N:10]=[CH:9][CH:8]=2)[C:4]([C:13]2[CH:18]=[CH:17][C:16]([CH2:19][O:20][Si](C(C)C)(C(C)C)C(C)C)=[CH:15][CH:14]=2)=[N:3]1.CCCC[N+](CCCC)(CCCC)CCCC.[F-].C(=O)(O)[O-].[Na+]. The catalyst is C1COCC1. The product is [CH3:1][N:2]1[CH:6]=[C:5]([C:7]2[CH:8]=[CH:9][N:10]=[CH:11][CH:12]=2)[C:4]([C:13]2[CH:18]=[CH:17][C:16]([CH2:19][OH:20])=[CH:15][CH:14]=2)=[N:3]1. The yield is 0.840. (4) The reactants are [C:1]([O:5][C:6]([N:8]([CH2:12][C:13]1[CH:22]=[CH:21][C:16]([C:17]([O:19]C)=[O:18])=[CH:15][CH:14]=1)[CH:9]([CH3:11])[CH3:10])=[O:7])([CH3:4])([CH3:3])[CH3:2].[OH-].[Na+]. The catalyst is CCO. The product is [C:1]([O:5][C:6]([N:8]([CH2:12][C:13]1[CH:22]=[CH:21][C:16]([C:17]([OH:19])=[O:18])=[CH:15][CH:14]=1)[CH:9]([CH3:11])[CH3:10])=[O:7])([CH3:3])([CH3:4])[CH3:2]. The yield is 0.750. (5) No catalyst specified. The product is [CH3:1][C:2]1[C:3]([CH3:12])=[CH:4][C:5]2[S:9][C:8](=[N:10][C:18](=[O:19])[C:17]3[CH:21]=[CH:22][CH:23]=[C:15]([C:14]([F:25])([F:24])[F:13])[CH:16]=3)[N:7]([CH:27]([CH3:33])[C:28]([OH:30])=[O:29])[C:6]=2[CH:11]=1. The reactants are [CH3:1][C:2]1[C:3]([CH3:12])=[CH:4][C:5]2[S:9][C:8]([NH2:10])=[N:7][C:6]=2[CH:11]=1.[F:13][C:14]([F:25])([F:24])[C:15]1[CH:16]=[C:17]([CH:21]=[CH:22][CH:23]=1)[C:18](Cl)=[O:19].Br[CH:27]([CH3:33])[C:28]([O:30]CC)=[O:29].COC1C=CC2N=C(N)SC=2C=1.ClC1C=C(C=CC=1)C(Cl)=O.BrCC(OCC)=O. The yield is 0.230.